From a dataset of NCI-60 drug combinations with 297,098 pairs across 59 cell lines. Regression. Given two drug SMILES strings and cell line genomic features, predict the synergy score measuring deviation from expected non-interaction effect. (1) Drug 1: CNC(=O)C1=CC=CC=C1SC2=CC3=C(C=C2)C(=NN3)C=CC4=CC=CC=N4. Drug 2: C1C(C(OC1N2C=NC3=C2NC=NCC3O)CO)O. Cell line: A498. Synergy scores: CSS=10.6, Synergy_ZIP=-1.73, Synergy_Bliss=6.62, Synergy_Loewe=0.241, Synergy_HSA=5.59. (2) Drug 1: CC1C(C(=O)NC(C(=O)N2CCCC2C(=O)N(CC(=O)N(C(C(=O)O1)C(C)C)C)C)C(C)C)NC(=O)C3=C4C(=C(C=C3)C)OC5=C(C(=O)C(=C(C5=N4)C(=O)NC6C(OC(=O)C(N(C(=O)CN(C(=O)C7CCCN7C(=O)C(NC6=O)C(C)C)C)C)C(C)C)C)N)C. Drug 2: CN(C(=O)NC(C=O)C(C(C(CO)O)O)O)N=O. Cell line: OVCAR3. Synergy scores: CSS=39.8, Synergy_ZIP=2.87, Synergy_Bliss=0.278, Synergy_Loewe=-54.7, Synergy_HSA=-7.07. (3) Drug 1: C1CC(=O)NC(=O)C1N2CC3=C(C2=O)C=CC=C3N. Drug 2: CN(CC1=CN=C2C(=N1)C(=NC(=N2)N)N)C3=CC=C(C=C3)C(=O)NC(CCC(=O)O)C(=O)O. Cell line: RPMI-8226. Synergy scores: CSS=38.8, Synergy_ZIP=-7.17, Synergy_Bliss=0.470, Synergy_Loewe=-0.668, Synergy_HSA=-0.193. (4) Drug 1: C1=CC(=CC=C1CCC2=CNC3=C2C(=O)NC(=N3)N)C(=O)NC(CCC(=O)O)C(=O)O. Synergy scores: CSS=13.7, Synergy_ZIP=-7.14, Synergy_Bliss=-8.15, Synergy_Loewe=-17.6, Synergy_HSA=-7.97. Cell line: SN12C. Drug 2: CC(C)CN1C=NC2=C1C3=CC=CC=C3N=C2N. (5) Drug 1: COC1=C(C=C2C(=C1)N=CN=C2NC3=CC(=C(C=C3)F)Cl)OCCCN4CCOCC4. Drug 2: C1=C(C(=O)NC(=O)N1)F. Cell line: OVCAR-4. Synergy scores: CSS=54.5, Synergy_ZIP=2.19, Synergy_Bliss=1.75, Synergy_Loewe=7.32, Synergy_HSA=8.48. (6) Drug 1: CC(C)CN1C=NC2=C1C3=CC=CC=C3N=C2N. Drug 2: C1C(C(OC1N2C=NC(=NC2=O)N)CO)O. Cell line: SK-MEL-28. Synergy scores: CSS=-2.79, Synergy_ZIP=-0.283, Synergy_Bliss=-3.66, Synergy_Loewe=-3.75, Synergy_HSA=-4.25. (7) Drug 1: CC(CN1CC(=O)NC(=O)C1)N2CC(=O)NC(=O)C2. Drug 2: C1=NNC2=C1C(=O)NC=N2. Cell line: SR. Synergy scores: CSS=55.0, Synergy_ZIP=-0.135, Synergy_Bliss=-0.709, Synergy_Loewe=-27.9, Synergy_HSA=-0.736.